This data is from B-cell epitopes from IEDB database with 3,159 antigens for binding position prediction. The task is: Token-level Classification. Given an antigen amino acid sequence, predict which amino acid positions are active epitope sites capable of antibody binding. Output is a list of indices for active positions. (1) Given the antigen sequence: MELGARLVSVLLLWALQDGDWATSKALSWATQSPAPGSSFSPPPVVAVQCEDDRLVVSVNRDFFGTGRLVQAAELTLGPSACAPVPAEPLSKRVVFEVGLHECGSELQMTPDSLIYSTVLHYAPNLSQSPLVLRSSPVSVPIQCQYPRRDNVSSRGIQPTWVPFHSTLSREQRLKFSLRLMADDWSTERTSSAFQLGDLIHIQADVYTGYHVPLRLFVDSCTATLTPDPASVPYHVVIDFNGCLVDGQSRDSSSIFISPRPGQNVLRFLVDSFRFAQDSRNEIYITCHLKVTATDQAPSPLNKACSYNSTADEWLPVEGPRDICSCCQTGTCISLSSSRKRSLADQEPGNPSEFEADLMLGPLVLSEAENGPKSGQGNNVGGIPKWPELLLGLTVGIAATVCLLLGLIIGSHKFGSPCSRNV, which amino acid positions are active epitope sites? The epitope positions are: [155, 156, 157, 158, 159, 160, 161, 162, 163, 164, 165, 166, 167, 168, 169, 170, 171]. The amino acids at these positions are: GIQPTWVPFHSTLSREQ. (2) Given the antigen sequence: MKLTPKELDKLMLHYAGELAKKRKEKGIKLNYVEAVALISAHIMEEARAGKKTAAELMQEGRTLLKPDDVMDGVASMIHEVGIEAMFPDGTKLVTVHTPIEANGKLVPGELFLKNEDITINEGKKAVSVKVKNVGDRPVQIGSHFHFFEVNRCLDFDREKTFGKRLDIASGTAVRFEPGEEKSVELIDIGGNRRIFGFNALVDRQADNESKKIALHRAKERGFHGAKSDDNYVKTIKE, which amino acid positions are active epitope sites? The epitope positions are: [182, 183, 184, 185, 186, 187, 188, 189, 190, 191, 192, 193, 194, 195, 196, 197, 198, 199, 200, 201... (21 total positions)]. The amino acids at these positions are: SVELIDIGGNRRIFGFNALVD. (3) Given the antigen sequence: MSGDHLHNDSQIEADFRLNDSHKHKDKHKDREHRHKEHKKEKDREKSKHSNSEHKDSEKKHKEKEKTKHKDGSSEKHKDKHKDRDKEKRKEEKVRASGDAKIKKEKENGFSSPPQIKDEPEDDGYFVPPKEDIKPLKRPRDEDDADYKPKKIKTEDTKKEKKRKLEEEEDGKLKKPKNKDKDKKVPEPDNKKKKPKKEEEQKWKWWEEERYPEGIKWKFLEHKGPVFAPPYEPLPENVKFYYDGKVMKLSPKAEEVATFFAKMLDHEYTTKEIFRKNFFKDWRKEMTNEEKNIITNLSKCDFTQMSQYFKAQTEARKQMSKEEKLKIKEENEKLLKEYGFCIMDNHKERIANFKIEPPGLFRGRGNHPKMGMLKRRIMPEDIIINCSKDAKVPSPPPGHKWKEVRHDNKVTWLVSWTENIQGSIKYIMLNPSSRIKGEKDWQKYETARRLKKCVDKIRNQYREDWKSKEMKVRQRAVALYFIDKLALRAGNEKEEGETAD..., which amino acid positions are active epitope sites? The epitope positions are: [208, 209, 210, 211, 212, 213, 214, 215, 216, 217, 218, 219, 220, 221, 222]. The amino acids at these positions are: ERYPEGIKWKFLEHK. (4) Given the antigen sequence: MLHLTTEINDIDFSNNLNIYSGNRFVVTSGDMQVDVGSEPDHGYHILFKNNGHVISDFRGVQAENFVFDIKNHNLRASFLVDPMAPFTELDNSQHPHFVVNMHTANECGSDCVHHNEHDHDAHGRGAASSVAEGVGSAISQILSLSDSIVVPVLEGNASVSEGDAVVNAVSQEAPAASVSEGDAVVNAVSQETPAASVSEGDAVVNAVSQETPAASVSEGDAVVNAVSQETPAASVSEGDAVVNAVSQETPAASVSEGDAVVNAVSQETPAASVSEGDAVVNAVSQETPATQPQSRDSLLNEEDMAAQFGNRYFYF, which amino acid positions are active epitope sites? The epitope positions are: [176, 177, 178, 179, 180, 181, 182, 183, 184, 185, 186, 187, 188, 189, 190, 191, 192, 193, 194]. The amino acids at these positions are: ASVSEGDAVVNAVSQETPA. (5) Given the antigen sequence: MGFEQGDAKKGANLFKTRCAQCHTLKAGEGNKIGPELHGLFGRKTGSVAGYSYTDANKQKGIEWNHDTLFEYLENPKKYIPGTKMAFGGLKKPKDRNDLITFLEQETK, which amino acid positions are active epitope sites? The epitope positions are: [16, 17, 18, 19, 20, 21, 22, 23, 24, 25]. The amino acids at these positions are: TRCAQCHTLK. (6) Given the antigen sequence: ASQKRPSQRHGSKYLATASTMDHARHGFLPRHRDTGILDSIGRFFSSDRGAPKRGSGKDHAARTTHYGSLPQKSGHRPQDENPVVHFFKNIVTPRTPPPSQGKGRGTVLSRFSWGAEGQKPGFGYGGRAADYKSAHKGLKGADAQGTLSRLFKLGGRDSRSGSPMARR, which amino acid positions are active epitope sites? The epitope positions are: [89, 90, 91, 92, 93, 94, 95, 96, 97, 98]. The amino acids at these positions are: NIVTPRTPPP.